This data is from Forward reaction prediction with 1.9M reactions from USPTO patents (1976-2016). The task is: Predict the product of the given reaction. (1) Given the reactants [CH:1]1([N:4]2[C:13]3[N:12]=[C:11]4[C:14]([F:20])=[C:15](F)[C:16]([F:18])=[CH:17][C:10]4=[CH:9][C:8]=3[C:7](=[O:21])[C:6]([C:22]([O:24][CH2:25][CH3:26])=[O:23])=[CH:5]2)[CH2:3][CH2:2]1.Cl.[CH2:28]([N:34]1[CH2:39][CH2:38][NH:37][CH2:36][CH2:35]1)[C:29]1[O:33][CH:32]=[CH:31][CH:30]=1, predict the reaction product. The product is: [CH:1]1([N:4]2[C:13]3[N:12]=[C:11]4[C:14]([F:20])=[C:15]([N:37]5[CH2:38][CH2:39][N:34]([CH2:28][C:29]6[O:33][CH:32]=[CH:31][CH:30]=6)[CH2:35][CH2:36]5)[C:16]([F:18])=[CH:17][C:10]4=[CH:9][C:8]=3[C:7](=[O:21])[C:6]([C:22]([O:24][CH2:25][CH3:26])=[O:23])=[CH:5]2)[CH2:2][CH2:3]1. (2) Given the reactants Cl.CN.[CH3:4][C:5]([C:7]1[CH:12]=[CH:11][C:10]([Cl:13])=[C:9]([Cl:14])[CH:8]=1)=O.[C:15]([BH3-])#[N:16].[Na+], predict the reaction product. The product is: [Cl:14][C:9]1[CH:8]=[C:7]([CH:5]([NH:16][CH3:15])[CH3:4])[CH:12]=[CH:11][C:10]=1[Cl:13].